From a dataset of Reaction yield outcomes from USPTO patents with 853,638 reactions. Predict the reaction yield, written as a fraction of the theoretical maximum amount of product (1.0 means a 100% yield; for example, 0.34 means a 34% yield). (1) The reactants are [CH2:1]([C@@H:8]1[NH:13][CH2:12][CH2:11][N:10]([C:14]2[CH:19]=[CH:18][C:17]([O:20][CH3:21])=[C:16]([O:22][CH:23]3[CH2:27][CH2:26][CH2:25][CH2:24]3)[CH:15]=2)[CH2:9]1)[C:2]1[CH:7]=[CH:6][CH:5]=[CH:4][CH:3]=1.[CH3:28][S:29](Cl)(=[O:31])=[O:30]. The catalyst is N1C=CC=CC=1. The product is [CH2:1]([C@H:8]1[CH2:9][N:10]([C:14]2[CH:19]=[CH:18][C:17]([O:20][CH3:21])=[C:16]([O:22][CH:23]3[CH2:27][CH2:26][CH2:25][CH2:24]3)[CH:15]=2)[CH2:11][CH2:12][N:13]1[S:29]([CH3:28])(=[O:31])=[O:30])[C:2]1[CH:3]=[CH:4][CH:5]=[CH:6][CH:7]=1. The yield is 0.910. (2) The reactants are [CH2:1]([NH2:4])[CH2:2][NH2:3].[CH3:5][C:6]([O:9][C:10](O[C:10]([O:9][C:6]([CH3:8])([CH3:7])[CH3:5])=[O:11])=[O:11])([CH3:8])[CH3:7]. The catalyst is C(Cl)(Cl)Cl. The product is [NH2:3][CH2:2][CH2:1][NH:4][C:10](=[O:11])[O:9][C:6]([CH3:8])([CH3:7])[CH3:5]. The yield is 0.780. (3) The reactants are [CH3:1][CH2:2][CH2:3][CH2:4][CH2:5][CH2:6][CH2:7][CH2:8][CH2:9][CH2:10][CH2:11][CH2:12][CH2:13][CH2:14][CH2:15][CH2:16][CH2:17][C:18]([O:20][CH2:21][CH:22]([O:44][C:45]([CH2:47][CH2:48][CH2:49][CH2:50][CH2:51][CH2:52][CH2:53][CH2:54][CH2:55][CH2:56][CH2:57][CH2:58][CH2:59][CH2:60][CH2:61][CH2:62][CH3:63])=[O:46])[CH2:23][O:24][C:25]([CH2:27][CH2:28][CH2:29][CH2:30][CH2:31][CH2:32][CH2:33][CH2:34][CH2:35][CH2:36][CH2:37][CH2:38][CH2:39][CH2:40][CH2:41][CH2:42][CH3:43])=[O:26])=[O:19]. The catalyst is CC(C)=O. The product is [CH3:43][CH2:42][CH2:41][CH2:40][CH2:39][CH2:38][CH2:37][CH2:36]/[CH:35]=[CH:34]\[CH2:33][CH2:32][CH2:31][CH2:30][CH2:29][CH2:28][CH2:27][C:25]([O:24][CH2:23][CH:22]([CH2:21][O:20][C:18]([CH2:17][CH2:16][CH2:15][CH2:14][CH2:13][CH2:12][CH2:11]/[CH:10]=[CH:9]\[CH2:8][CH2:7][CH2:6][CH2:5][CH2:4][CH2:3][CH2:2][CH3:1])=[O:19])[O:44][C:45]([CH2:47][CH2:48][CH2:49][CH2:50][CH2:51][CH2:52][CH2:53]/[CH:54]=[CH:55]\[CH2:56][CH2:57][CH2:58][CH2:59][CH2:60][CH2:61][CH2:62][CH3:63])=[O:46])=[O:26]. The yield is 0.720. (4) The reactants are [Br:1][C:2]1[CH:3]=[CH:4][C:5]([CH2:13]Br)=[C:6]([CH:12]=1)[C:7]([O:9]CC)=O.[NH2:15][C:16]1[CH:21]=[CH:20][C:19]([CH:22]([CH3:30])[C:23]([O:25][C:26]([CH3:29])([CH3:28])[CH3:27])=[O:24])=[CH:18][CH:17]=1.C(N(CC)C(C)C)(C)C. The catalyst is C(O)C. The product is [Br:1][C:2]1[CH:12]=[C:6]2[C:5]([CH2:13][N:15]([C:16]3[CH:17]=[CH:18][C:19]([CH:22]([CH3:30])[C:23]([O:25][C:26]([CH3:29])([CH3:28])[CH3:27])=[O:24])=[CH:20][CH:21]=3)[C:7]2=[O:9])=[CH:4][CH:3]=1. The yield is 0.390. (5) The reactants are Cl[C:2]1[CH:7]=[C:6]([C:8]([F:11])([F:10])[F:9])[CH:5]=[CH:4][N:3]=1.C([O-])([O-])=O.[K+].[K+].O1CCO[CH2:20][CH2:19]1.N#N. The catalyst is C1C=CC(P(C2C=CC=CC=2)[C-]2C=CC=C2)=CC=1.C1C=CC(P(C2C=CC=CC=2)[C-]2C=CC=C2)=CC=1.Cl[Pd]Cl.[Fe+2].O. The product is [F:9][C:8]([F:11])([F:10])[C:6]1[CH:5]=[CH:4][N:3]=[C:2]([CH:19]=[CH2:20])[CH:7]=1. The yield is 0.474.